From a dataset of Catalyst prediction with 721,799 reactions and 888 catalyst types from USPTO. Predict which catalyst facilitates the given reaction. (1) Reactant: [CH2:1]([NH:3][C:4]([CH:6]1[N:14]([C:15](=[O:34])[C@@H:16]([NH:20][C:21](=[O:33])[C@@H:22]([N:24](C)[C:25](=O)OC(C)(C)C)[CH3:23])[CH:17]([CH3:19])[CH3:18])[C:9]2=[N:10][CH:11]=[CH:12][CH:13]=[C:8]2[CH2:7]1)=[O:5])[CH3:2].C(O)(C(F)(F)F)=O. Product: [CH2:1]([NH:3][C:4]([C@H:6]1[N:14]([C:15](=[O:34])[C@@H:16]([NH:20][C:21](=[O:33])[C@@H:22]([NH:24][CH3:25])[CH3:23])[CH:17]([CH3:19])[CH3:18])[C:9]2=[N:10][CH:11]=[CH:12][CH:13]=[C:8]2[CH2:7]1)=[O:5])[CH3:2]. The catalyst class is: 2. (2) Reactant: [OH-].[Na+].[C:3]([N:6]1[CH2:10][CH2:9][CH2:8][CH:7]1[C:11]1[CH:12]=[C:13]([CH:19]=[CH:20][C:21]=1[O:22][CH2:23][C:24]1[CH:29]=[CH:28][CH:27]=[CH:26][CH:25]=1)[C:14]([O:16]CC)=[O:15])(=[O:5])[CH3:4]. Product: [C:3]([N:6]1[CH2:10][CH2:9][CH2:8][CH:7]1[C:11]1[CH:12]=[C:13]([CH:19]=[CH:20][C:21]=1[O:22][CH2:23][C:24]1[CH:29]=[CH:28][CH:27]=[CH:26][CH:25]=1)[C:14]([OH:16])=[O:15])(=[O:5])[CH3:4]. The catalyst class is: 8. (3) Reactant: [NH2:1][CH2:2][C:3]1([CH3:15])[CH2:7][CH2:6][CH2:5][N:4]1[C:8]([O:10][C:11]([CH3:14])([CH3:13])[CH3:12])=[O:9].[Cl:16][CH2:17][C:18](Cl)=[O:19].C(N(C(C)C)CC)(C)C. Product: [Cl:16][CH2:17][C:18]([NH:1][CH2:2][C:3]1([CH3:15])[CH2:7][CH2:6][CH2:5][N:4]1[C:8]([O:10][C:11]([CH3:14])([CH3:13])[CH3:12])=[O:9])=[O:19]. The catalyst class is: 2. (4) Reactant: [OH:1][CH2:2][C:3]1([CH2:7][OH:8])[CH2:6][CH2:5][CH2:4]1.O1CCCC1.[H-].[Na+].[CH2:16](Br)[C:17]1[CH:22]=[CH:21][CH:20]=[CH:19][CH:18]=1. Product: [CH2:16]([O:1][CH2:2][C:3]1([CH2:7][OH:8])[CH2:6][CH2:5][CH2:4]1)[C:17]1[CH:22]=[CH:21][CH:20]=[CH:19][CH:18]=1. The catalyst class is: 9.